Dataset: Full USPTO retrosynthesis dataset with 1.9M reactions from patents (1976-2016). Task: Predict the reactants needed to synthesize the given product. (1) Given the product [C:2]([C:6]1[N:11]=[CH:10][C:9]([C:12]2[N:13]([C:33]([N:35]3[CH2:40][CH2:39][N:38]([CH2:41][C:42]([NH:54][C:50]4[CH:49]=[N:48][CH:53]=[CH:52][CH:51]=4)=[O:43])[CH2:37][CH2:36]3)=[O:34])[C@@:14]([C:26]3[CH:27]=[CH:28][C:29]([Cl:32])=[CH:30][CH:31]=3)([CH3:25])[C@@:15]([C:18]3[CH:19]=[CH:20][C:21]([Cl:24])=[CH:22][CH:23]=3)([CH3:17])[N:16]=2)=[C:8]([O:45][CH2:46][CH3:47])[CH:7]=1)([CH3:3])([CH3:4])[CH3:5], predict the reactants needed to synthesize it. The reactants are: Cl.[C:2]([C:6]1[N:11]=[CH:10][C:9]([C:12]2[N:13]([C:33]([N:35]3[CH2:40][CH2:39][N:38]([CH2:41][C:42](O)=[O:43])[CH2:37][CH2:36]3)=[O:34])[C@@:14]([C:26]3[CH:31]=[CH:30][C:29]([Cl:32])=[CH:28][CH:27]=3)([CH3:25])[C@@:15]([C:18]3[CH:23]=[CH:22][C:21]([Cl:24])=[CH:20][CH:19]=3)([CH3:17])[N:16]=2)=[C:8]([O:45][CH2:46][CH3:47])[CH:7]=1)([CH3:5])([CH3:4])[CH3:3].[N:48]1[CH:53]=[CH:52][CH:51]=[C:50]([NH2:54])[CH:49]=1. (2) Given the product [C:20]([O:19][C@@H:18]1[C@H:23]([O:24][C:25](=[O:27])[CH3:26])[C@@H:28]([CH3:30])[O:29][C@H:17]1[N:6]1[CH:7]=[C:2]([F:1])[C:3]([NH2:9])=[N:4][C:5]1=[O:8])(=[O:22])[CH3:21], predict the reactants needed to synthesize it. The reactants are: [F:1][C:2]1[C:3]([NH2:9])=[N:4][C:5](=[O:8])[NH:6][CH:7]=1.C(Cl)Cl.C(O[C@@H:17]1[O:29][C@H:28]([CH3:30])[C@@H:23]([O:24][C:25](=[O:27])[CH3:26])[C@H:18]1[O:19][C:20](=[O:22])[CH3:21])(=O)C.C(=O)(O)[O-].[Na+]. (3) The reactants are: [CH2:1]([N:8]1[C:16]([C:17]2[CH:18]=[C:19]([CH2:23][OH:24])[CH:20]=[CH:21][CH:22]=2)=[C:15]2[C:10]([C:11]([C:25]([F:28])([F:27])[F:26])=[CH:12][CH:13]=[CH:14]2)=[N:9]1)[C:2]1[CH:7]=[CH:6][CH:5]=[CH:4][CH:3]=1.CCN(CC)CC.CS(Cl)(=O)=O.C([O-])([O-])=O.[Cs+].[Cs+].[F:47][C:48]1[CH:53]=[CH:52][C:51]([F:54])=[CH:50][C:49]=1O. Given the product [CH2:1]([N:8]1[C:16]([C:17]2[CH:22]=[CH:21][CH:20]=[C:19]([CH2:23][O:24][C:52]3[CH:53]=[C:48]([F:47])[CH:49]=[CH:50][C:51]=3[F:54])[CH:18]=2)=[C:15]2[C:10]([C:11]([C:25]([F:27])([F:28])[F:26])=[CH:12][CH:13]=[CH:14]2)=[N:9]1)[C:2]1[CH:7]=[CH:6][CH:5]=[CH:4][CH:3]=1, predict the reactants needed to synthesize it. (4) Given the product [C:21]([O:20][CH2:19][CH2:18][O:17][CH2:16][CH2:15][NH:14][C:13]1[C:12]2[C:7](=[CH:8][CH:9]=[CH:10][CH:11]=2)[N:6]=[CH:5][C:4]=1[N+:1]([O-:3])=[O:2])(=[O:23])[CH3:22], predict the reactants needed to synthesize it. The reactants are: [N+:1]([C:4]1[CH:5]=[N:6][C:7]2[C:12]([C:13]=1[NH:14][CH2:15][CH2:16][O:17][CH2:18][CH2:19][OH:20])=[CH:11][CH:10]=[CH:9][CH:8]=2)([O-:3])=[O:2].[C:21](OC(=O)C)(=[O:23])[CH3:22]. (5) Given the product [CH3:3][C:4]1[O:8][C:7]([C@@H:9]([CH:11]2[CH2:15][CH2:14][CH2:13][O:12]2)[OH:10])=[CH:6][CH:5]=1, predict the reactants needed to synthesize it. The reactants are: [BH4-].[Na+].[CH3:3][C:4]1[O:8][C:7]([C:9]([C@H:11]2[CH2:15][CH2:14][CH2:13][O:12]2)=[O:10])=[CH:6][CH:5]=1.C(OCC)(=O)C.O. (6) Given the product [OH:8][C@@H:9]1[C@@:42]2([CH3:43])[C:13](=[CH:14][CH:15]=[C:16]3[C@@H:41]2[CH2:40][CH2:39][C@@:38]2([CH3:44])[C@H:17]3[CH2:18][CH:19]=[C:20]2[C@H:21]([O:23][CH2:24][C:25]#[C:26][C:27]([OH:29])([CH3:28])[CH3:37])[CH3:22])[CH2:12][C@@H:11]([OH:45])[CH2:10]1, predict the reactants needed to synthesize it. The reactants are: [Si]([O:8][C@@H:9]1[C@@:42]2([CH3:43])[C:13](=[CH:14][CH:15]=[C:16]3[C@@H:41]2[CH2:40][CH2:39][C@@:38]2([CH3:44])[C@H:17]3[CH2:18][CH:19]=[C:20]2[C@H:21]([O:23][CH2:24][C:25]#[C:26][C:27]([CH3:37])([O:29][Si](CC)(CC)CC)[CH3:28])[CH3:22])[CH2:12][C@@H:11]([O:45][Si](C(C)(C)C)(C)C)[CH2:10]1)(C(C)(C)C)(C)C.[F-].C([N+](CCCC)(CCCC)CCCC)CCC.